This data is from Catalyst prediction with 721,799 reactions and 888 catalyst types from USPTO. The task is: Predict which catalyst facilitates the given reaction. Reactant: [CH2:1]([O:3][C:4](=[O:27])[CH2:5][CH:6]1[CH2:11][CH2:10][CH:9]([C:12]2[CH:17]=[CH:16][C:15]([N:18]3[C:22](C(O)=O)=[C:21]([CH3:26])[N:20]=[N:19]3)=[CH:14][CH:13]=2)[CH2:8][CH2:7]1)[CH3:2].C([N:30]([CH2:33]C)CC)C.C1(P(N=[N+]=[N-])(C2C=CC=CC=2)=[O:42])C=CC=CC=1.[C:52]1([C@H:58]([OH:60])[CH3:59])[CH:57]=[CH:56][CH:55]=[CH:54][CH:53]=1. Product: [CH2:1]([O:3][C:4](=[O:27])[CH2:5][CH:6]1[CH2:11][CH2:10][CH:9]([C:12]2[CH:13]=[CH:14][C:15]([N:18]3[C:22]([NH:30][C:33]([O:60][C@@H:58]([C:52]4[CH:57]=[CH:56][CH:55]=[CH:54][CH:53]=4)[CH3:59])=[O:42])=[C:21]([CH3:26])[N:20]=[N:19]3)=[CH:16][CH:17]=2)[CH2:8][CH2:7]1)[CH3:2]. The catalyst class is: 11.